Dataset: Forward reaction prediction with 1.9M reactions from USPTO patents (1976-2016). Task: Predict the product of the given reaction. The product is: [CH2:1]([O:3][C:4](=[O:25])[CH2:5][CH2:6][C:7]1[N:16]([CH2:17][C:18]([O:20][C:21]([CH3:24])([CH3:23])[CH3:22])=[O:19])[C:10]2=[N:11][C:12]([Cl:15])=[CH:13][CH:14]=[C:9]2[CH:8]=1)[CH3:2]. Given the reactants [CH2:1]([O:3][C:4](=[O:25])[CH:5]=[CH:6][C:7]1[N:16]([CH2:17][C:18]([O:20][C:21]([CH3:24])([CH3:23])[CH3:22])=[O:19])[C:10]2=[N:11][C:12]([Cl:15])=[CH:13][CH:14]=[C:9]2[CH:8]=1)[CH3:2], predict the reaction product.